This data is from NCI-60 drug combinations with 297,098 pairs across 59 cell lines. The task is: Regression. Given two drug SMILES strings and cell line genomic features, predict the synergy score measuring deviation from expected non-interaction effect. Drug 1: CCC1=C2CN3C(=CC4=C(C3=O)COC(=O)C4(CC)O)C2=NC5=C1C=C(C=C5)O. Drug 2: C1=CN(C=N1)CC(O)(P(=O)(O)O)P(=O)(O)O. Cell line: LOX IMVI. Synergy scores: CSS=18.7, Synergy_ZIP=1.34, Synergy_Bliss=2.92, Synergy_Loewe=-33.3, Synergy_HSA=0.345.